This data is from Full USPTO retrosynthesis dataset with 1.9M reactions from patents (1976-2016). The task is: Predict the reactants needed to synthesize the given product. (1) Given the product [OH:11][C:10]12[C:4]3[C:5](=[CH:6][CH:1]=[CH:2][CH:3]=3)[C:7](=[O:8])[C:9]1([OH:12])[C:19]1[CH:18]=[C:17]([CH2:14][CH2:15][CH3:16])[CH:22]=[CH:21][C:20]=1[O:23]2, predict the reactants needed to synthesize it. The reactants are: [CH:1]1[CH:6]=[C:5]2[C:7]([C:9](O)([OH:12])[C:10](=[O:11])[C:4]2=[CH:3][CH:2]=1)=[O:8].[CH2:14]([C:17]1[CH:22]=[CH:21][C:20]([OH:23])=[CH:19][CH:18]=1)[CH2:15][CH3:16]. (2) Given the product [Cl:1][C:2]1[C:3]([C:35](=[O:45])[N:36]([CH2:41][CH2:42][CH2:43][CH3:44])[CH2:37][CH2:38][CH2:39][CH3:40])=[N:4][N:5]([C:8]2[CH:18]=[CH:17][C:16]([C:19](=[O:34])[NH:20][S:21]([C:24]3[CH:33]=[CH:32][C:31]4[C:26](=[CH:27][CH:28]=[CH:29][CH:30]=4)[CH:25]=3)(=[O:22])=[O:23])=[CH:15][C:9]=2[C:10]([OH:12])=[O:11])[C:6]=1[CH3:7], predict the reactants needed to synthesize it. The reactants are: [Cl:1][C:2]1[C:3]([C:35](=[O:45])[N:36]([CH2:41][CH2:42][CH2:43][CH3:44])[CH2:37][CH2:38][CH2:39][CH3:40])=[N:4][N:5]([C:8]2[CH:18]=[CH:17][C:16]([C:19](=[O:34])[NH:20][S:21]([C:24]3[CH:33]=[CH:32][C:31]4[C:26](=[CH:27][CH:28]=[CH:29][CH:30]=4)[CH:25]=3)(=[O:23])=[O:22])=[CH:15][C:9]=2[C:10]([O:12]CC)=[O:11])[C:6]=1[CH3:7].[OH-].[Na+].Cl.